From a dataset of Reaction yield outcomes from USPTO patents with 853,638 reactions. Predict the reaction yield, written as a fraction of the theoretical maximum amount of product (1.0 means a 100% yield; for example, 0.34 means a 34% yield). (1) The catalyst is C(Cl)Cl. The reactants are [CH3:1][N:2]1[CH2:6][CH2:5][CH2:4][C@@:3]1([CH2:10][O:11][Si:12]([CH:19]([CH3:21])[CH3:20])([CH:16]([CH3:18])[CH3:17])[CH:13]([CH3:15])[CH3:14])[C:7]([OH:9])=O.[F:22][C:23]1[CH:24]=[CH:25][C:26]([NH:29][NH2:30])=[N:27][CH:28]=1.CCN(C(C)C)C(C)C.CN(C(ON1N=NC2C=CC=NC1=2)=[N+](C)C)C.F[P-](F)(F)(F)(F)F. The product is [F:22][C:23]1[CH:24]=[CH:25][C:26]([NH:29][NH:30][C:7]([C@:3]2([CH2:10][O:11][Si:12]([CH:13]([CH3:14])[CH3:15])([CH:16]([CH3:17])[CH3:18])[CH:19]([CH3:20])[CH3:21])[CH2:4][CH2:5][CH2:6][N:2]2[CH3:1])=[O:9])=[N:27][CH:28]=1. The yield is 0.900. (2) The reactants are [NH:1]1[C:9]2[C:4](=[CH:5][C:6]([OH:10])=[CH:7][CH:8]=2)[CH2:3][CH2:2]1.[C:11]([O:15][C:16](O[C:16]([O:15][C:11]([CH3:14])([CH3:13])[CH3:12])=[O:17])=[O:17])([CH3:14])([CH3:13])[CH3:12].C(Cl)(Cl)Cl.C(=O)(O)[O-].[Na+]. The catalyst is CCOCC. The product is [C:11]([O:15][C:16]([N:1]1[C:9]2[C:4](=[CH:5][C:6]([OH:10])=[CH:7][CH:8]=2)[CH2:3][CH2:2]1)=[O:17])([CH3:14])([CH3:13])[CH3:12]. The yield is 0.600. (3) The reactants are [Cl-].O[NH3+:3].[C:4](=[O:7])([O-])[OH:5].[Na+].CS(C)=O.[CH:13]([O:16][C:17]1[CH:18]=[C:19]([N:23]2[C:28](=[O:29])[C:27]([CH2:30][C:31]3[CH:36]=[CH:35][C:34]([C:37]4[C:38]([C:43]#[N:44])=[CH:39][CH:40]=[CH:41][CH:42]=4)=[CH:33][CH:32]=3)=[C:26]([CH2:45][CH2:46][CH3:47])[N:25]=[C:24]2[CH3:48])[CH:20]=[CH:21][CH:22]=1)([CH3:15])[CH3:14]. The catalyst is O.C(OCC)(=O)C. The product is [CH:13]([O:16][C:17]1[CH:18]=[C:19]([N:23]2[C:28](=[O:29])[C:27]([CH2:30][C:31]3[CH:36]=[CH:35][C:34]([C:37]4[CH:42]=[CH:41][CH:40]=[CH:39][C:38]=4[C:43]4[NH:3][C:4](=[O:7])[O:5][N:44]=4)=[CH:33][CH:32]=3)=[C:26]([CH2:45][CH2:46][CH3:47])[N:25]=[C:24]2[CH3:48])[CH:20]=[CH:21][CH:22]=1)([CH3:15])[CH3:14]. The yield is 0.680.